Task: Predict the reactants needed to synthesize the given product.. Dataset: Full USPTO retrosynthesis dataset with 1.9M reactions from patents (1976-2016) (1) Given the product [CH3:1][C:2]1[C:10]2[C:5](=[C:6](/[CH:11]=[CH:12]/[C:13]([NH:38][S:35]([C:31]3[S:32][C:33]([Cl:34])=[C:29]([Cl:28])[CH:30]=3)(=[O:36])=[O:37])=[O:15])[CH:7]=[CH:8][CH:9]=2)[NH:4][CH:3]=1, predict the reactants needed to synthesize it. The reactants are: [CH3:1][C:2]1[C:10]2[C:5](=[C:6](/[CH:11]=[CH:12]/[C:13]([OH:15])=O)[CH:7]=[CH:8][CH:9]=2)[NH:4][CH:3]=1.Cl.CN(C)CCCN=C=NCC.[Cl:28][C:29]1[CH:30]=[C:31]([S:35]([NH2:38])(=[O:37])=[O:36])[S:32][C:33]=1[Cl:34].Cl. (2) Given the product [N:1]1[C:6]2=[N:7][N:8]3[CH:13]=[CH:12][CH:11]=[CH:10][C:9]3=[C:5]2[C:4]([NH:14][C:16]([NH:15][C:18]2[CH:19]=[CH:20][C:21]([C:24]([F:25])([F:26])[F:27])=[CH:22][CH:23]=2)=[O:17])=[N:3][CH:2]=1, predict the reactants needed to synthesize it. The reactants are: [N:1]1[C:6]2=[N:7][N:8]3[CH:13]=[CH:12][CH:11]=[CH:10][C:9]3=[C:5]2[C:4]([NH2:14])=[N:3][CH:2]=1.[N:15]([C:18]1[CH:23]=[CH:22][C:21]([C:24]([F:27])([F:26])[F:25])=[CH:20][CH:19]=1)=[C:16]=[O:17].